This data is from Full USPTO retrosynthesis dataset with 1.9M reactions from patents (1976-2016). The task is: Predict the reactants needed to synthesize the given product. (1) Given the product [CH3:1][C:2]1[C:7]([O:8][CH2:9][C:10]([NH:16][NH2:17])=[O:11])=[C:6]([CH3:14])[CH:5]=[CH:4][N:3]=1, predict the reactants needed to synthesize it. The reactants are: [CH3:1][C:2]1[C:7]([O:8][CH2:9][C:10](OC)=[O:11])=[C:6]([CH3:14])[CH:5]=[CH:4][N:3]=1.O.[NH2:16][NH2:17]. (2) Given the product [CH3:1][O:2][C:3]1[N:8]([CH3:9])[C:7](=[O:10])[C:6]([CH2:11][CH2:12][O:13][S:22]([CH3:25])(=[O:24])=[O:23])=[C:5]([CH3:14])[N:4]=1, predict the reactants needed to synthesize it. The reactants are: [CH3:1][O:2][C:3]1[N:8]([CH3:9])[C:7](=[O:10])[C:6]([CH2:11][CH2:12][OH:13])=[C:5]([CH3:14])[N:4]=1.C(N(CC)CC)C.[S:22](Cl)([CH3:25])(=[O:24])=[O:23]. (3) Given the product [Br:1][C:2]1[CH:9]=[C:8]([F:10])[CH:7]=[CH:6][C:3]=1/[CH:4]=[CH:11]/[C:12](=[O:13])[CH3:14], predict the reactants needed to synthesize it. The reactants are: [Br:1][C:2]1[CH:9]=[C:8]([F:10])[CH:7]=[CH:6][C:3]=1[CH:4]=O.[CH3:11][C:12]([CH3:14])=[O:13].[OH-].[Na+].Cl. (4) Given the product [CH3:29][C:2]([CH3:1])([CH3:28])[CH2:3][CH2:4][NH:5][CH:6]([C:8]1[O:12][C:11]([NH:13][C:14](=[O:15])[C@@H:16]([NH2:20])[CH2:17][CH2:18][CH3:19])=[N:10][CH:9]=1)[CH3:7], predict the reactants needed to synthesize it. The reactants are: [CH3:1][C:2]([CH3:29])([CH3:28])[CH2:3][CH2:4][NH:5][CH:6]([C:8]1[O:12][C:11]([NH:13][C:14]([C@@H:16]([NH:20]C(=O)OC(C)(C)C)[CH2:17][CH2:18][CH3:19])=[O:15])=[N:10][CH:9]=1)[CH3:7].Cl.O1CCOCC1.